This data is from Reaction yield outcomes from USPTO patents with 853,638 reactions. The task is: Predict the reaction yield, written as a fraction of the theoretical maximum amount of product (1.0 means a 100% yield; for example, 0.34 means a 34% yield). (1) The reactants are C(O[BH-](OC(=O)C)OC(=O)C)(=O)C.[Na+].[CH2:15]([O:17][C:18]([C@@H:20]1[CH2:22][C@H:21]1[C:23]1[CH:28]=[CH:27][C:26]([NH2:29])=[CH:25][C:24]=1[Cl:30])=[O:19])[CH3:16].[O:31]([C:38]1[CH:39]=[C:40]([CH:43]=[CH:44][CH:45]=1)[CH:41]=O)[C:32]1[CH:37]=[CH:36][CH:35]=[CH:34][CH:33]=1.C(OCC)(=O)C. The catalyst is ClC(Cl)C. The product is [CH2:15]([O:17][C:18]([C@@H:20]1[CH2:22][C@H:21]1[C:23]1[CH:28]=[CH:27][C:26]([NH:29][CH2:41][C:40]2[CH:43]=[CH:44][CH:45]=[C:38]([O:31][C:32]3[CH:37]=[CH:36][CH:35]=[CH:34][CH:33]=3)[CH:39]=2)=[CH:25][C:24]=1[Cl:30])=[O:19])[CH3:16]. The yield is 0.800. (2) The reactants are [Br:1][C:2]1[C:11]([O:12][CH3:13])=[CH:10][CH:9]=[C:8]2[C:3]=1[CH:4]=[CH:5][C:6]([CH3:14])=[N:7]2.[Se](=O)=[O:16]. No catalyst specified. The product is [Br:1][C:2]1[C:11]([O:12][CH3:13])=[CH:10][CH:9]=[C:8]2[C:3]=1[CH:4]=[CH:5][C:6]([CH:14]=[O:16])=[N:7]2. The yield is 0.750. (3) The reactants are [O:1]1[CH2:6][C:5](=O)[NH:4][C:3]2[N:8]=[CH:9][CH:10]=[CH:11][C:2]1=2.[H-].[Al+3].[Li+].[H-].[H-].[H-].[OH-].[Na+].O. The catalyst is C1COCC1. The product is [O:1]1[CH2:6][CH2:5][NH:4][C:3]2[N:8]=[CH:9][CH:10]=[CH:11][C:2]1=2. The yield is 0.850. (4) The reactants are [CH3:1][O:2][C:3]1[CH:8]=[CH:7][CH:6]=[CH:5][C:4]=1[N:9]1[CH2:14][CH2:13][N:12]([CH2:15][CH2:16][C:17]([C:25]([CH:27]2[CH2:32][CH2:31][CH2:30][CH2:29][CH2:28]2)=[O:26])([C:19]2[CH:24]=[CH:23][CH:22]=[CH:21][CH:20]=2)[CH3:18])[CH2:11][CH2:10]1.[ClH:33].C(OCC)C. The catalyst is CO. The product is [ClH:33].[ClH:33].[CH3:1][O:2][C:3]1[CH:8]=[CH:7][CH:6]=[CH:5][C:4]=1[N:9]1[CH2:10][CH2:11][N:12]([CH2:15][CH2:16][C:17]([C:25]([CH:27]2[CH2:32][CH2:31][CH2:30][CH2:29][CH2:28]2)=[O:26])([C:19]2[CH:20]=[CH:21][CH:22]=[CH:23][CH:24]=2)[CH3:18])[CH2:13][CH2:14]1. The yield is 0.760. (5) The reactants are Br[C:2]1[C:7](=[O:8])[N:6]([CH2:9][C:10]2[CH:15]=[CH:14][C:13]([C:16]3[C:17]([C:22]#[N:23])=[CH:18][CH:19]=[CH:20][CH:21]=3)=[CH:12][C:11]=2[F:24])[C:5]([CH2:25][CH2:26][CH3:27])=[N:4][C:3]=1[CH3:28].[CH:29]([O:32][C:33]1[N:38]=[CH:37][C:36](B(O)O)=[CH:35][CH:34]=1)([CH3:31])[CH3:30].C(=O)([O-])[O-].[Cs+].[Cs+].O1CCOCC1. The catalyst is C(OCC)(=O)C.C1C=CC(P(C2C=CC=CC=2)[C-]2C=CC=C2)=CC=1.C1C=CC(P(C2C=CC=CC=2)[C-]2C=CC=C2)=CC=1.Cl[Pd]Cl.[Fe+2].ClCCl. The product is [F:24][C:11]1[CH:12]=[C:13]([C:16]2[C:17]([C:22]#[N:23])=[CH:18][CH:19]=[CH:20][CH:21]=2)[CH:14]=[CH:15][C:10]=1[CH2:9][N:6]1[C:7](=[O:8])[C:2]([C:36]2[CH:37]=[N:38][C:33]([O:32][CH:29]([CH3:31])[CH3:30])=[CH:34][CH:35]=2)=[C:3]([CH3:28])[N:4]=[C:5]1[CH2:25][CH2:26][CH3:27]. The yield is 0.910. (6) The reactants are Cl.Cl.[CH2:3]([N:10]1[CH2:15][CH2:14][CH2:13][CH2:12][CH:11]1[NH:16][CH2:17][CH3:18])[C:4]1[CH:9]=[CH:8][CH:7]=[CH:6][CH:5]=1.C(N(CC)C(C)C)(C)C.[CH3:28][S:29]([C:32]1[CH:37]=[CH:36][C:35]([CH2:38][C:39]([OH:41])=O)=[CH:34][CH:33]=1)(=[O:31])=[O:30].C1(N=C=NC2CCCCC2)CCCCC1. The catalyst is C(Cl)Cl.CN(C)C1C=CN=CC=1. The product is [CH2:3]([N:10]1[CH2:15][CH2:14][CH2:13][CH2:12][CH:11]1[N:16]([CH2:17][CH3:18])[C:39](=[O:41])[CH2:38][C:35]1[CH:34]=[CH:33][C:32]([S:29]([CH3:28])(=[O:30])=[O:31])=[CH:37][CH:36]=1)[C:4]1[CH:9]=[CH:8][CH:7]=[CH:6][CH:5]=1. The yield is 0.760. (7) The reactants are [Cl:1][C:2]1[CH:7]=[CH:6][C:5]([CH2:8][C:9]([OH:11])=O)=[CH:4][CH:3]=1.[NH2:12][C:13]1[N:14]=[CH:15][C:16]2[C:21]([C:22]([C:24]3[CH:29]=[CH:28][N:27]=[C:26]([NH2:30])[CH:25]=3)=[O:23])=[CH:20][N:19]([CH:31]([CH3:33])[CH3:32])[C:17]=2[N:18]=1.CCN(CC)CC.C(P1(=O)OP(CCC)(=O)OP(CCC)(=O)O1)CC. The catalyst is C1COCC1.C(OCC)(=O)C. The product is [NH2:12][C:13]1[N:14]=[CH:15][C:16]2[C:21]([C:22]([C:24]3[CH:29]=[CH:28][N:27]=[C:26]([NH:30][C:9](=[O:11])[CH2:8][C:5]4[CH:4]=[CH:3][C:2]([Cl:1])=[CH:7][CH:6]=4)[CH:25]=3)=[O:23])=[CH:20][N:19]([CH:31]([CH3:33])[CH3:32])[C:17]=2[N:18]=1. The yield is 0.280. (8) The reactants are [CH3:1][C:2]1[CH:7]=[CH:6][C:5]([OH:8])=[C:4]([N+:9]([O-])=O)[C:3]=1[N+:12]([O-:14])=[O:13].[Cl-].[NH4+]. The catalyst is CCO.[Zn]. The product is [NH2:9][C:4]1[C:3]([N+:12]([O-:14])=[O:13])=[C:2]([CH3:1])[CH:7]=[CH:6][C:5]=1[OH:8]. The yield is 0.590.